Dataset: Full USPTO retrosynthesis dataset with 1.9M reactions from patents (1976-2016). Task: Predict the reactants needed to synthesize the given product. (1) Given the product [F:1][C:2]1[CH:10]=[C:9]([C:11]([F:12])([F:13])[F:14])[CH:8]=[CH:7][C:3]=1[C:4]([N:6]=[C:16]=[O:17])=[O:5], predict the reactants needed to synthesize it. The reactants are: [F:1][C:2]1[CH:10]=[C:9]([C:11]([F:14])([F:13])[F:12])[CH:8]=[CH:7][C:3]=1[C:4]([NH2:6])=[O:5].C(Cl)(=O)[C:16](Cl)=[O:17]. (2) Given the product [CH3:23][O:22][C:17]1[CH:18]=[CH:19][CH:20]=[C:21]2[C:16]=1[NH:15][C:9]1[N:10]=[CH:11][C:12]([CH3:14])=[CH:13][C:8]2=1, predict the reactants needed to synthesize it. The reactants are: CN(C)C(=O)C.Br[C:8]1[C:9]([NH:15][C:16]2[CH:21]=[CH:20][CH:19]=[CH:18][C:17]=2[O:22][CH3:23])=[N:10][CH:11]=[C:12]([CH3:14])[CH:13]=1.C1CCN2C(=NCCC2)CC1. (3) Given the product [OH:21][CH2:22][CH2:32][O:1][C:2]([C:5]1[CH:6]=[CH:7][C:8]([C:11]2[NH:16][C:15](=[O:17])[C:14]3=[CH:18][CH:19]=[CH:20][N:13]3[N:12]=2)=[CH:9][CH:10]=1)([CH3:4])[CH3:3], predict the reactants needed to synthesize it. The reactants are: [OH:1][C:2]([C:5]1[CH:10]=[CH:9][C:8]([C:11]2[NH:16][C:15](=[O:17])[C:14]3=[CH:18][CH:19]=[CH:20][N:13]3[N:12]=2)=[CH:7][CH:6]=1)([CH3:4])[CH3:3].[OH2:21].[C:22]1([CH3:32])C=CC(S(O)(=O)=O)=CC=1.O.